Dataset: Reaction yield outcomes from USPTO patents with 853,638 reactions. Task: Predict the reaction yield, written as a fraction of the theoretical maximum amount of product (1.0 means a 100% yield; for example, 0.34 means a 34% yield). (1) The reactants are [CH2:1]([C:17]1([CH3:75])[CH2:26][CH2:25][C:24]2[C:19](=[C:20]([CH3:74])[C:21]([CH3:73])=[C:22]([O:28][CH2:29][CH2:30][O:31][C:32](=[O:72])[NH:33][CH2:34][CH2:35][CH2:36][CH2:37][CH2:38][C:39]([N:41]3[CH2:45][CH:44]([OH:46])[CH2:43][CH:42]3[CH:47]([C:66]3[CH:71]=[CH:70][CH:69]=[CH:68][CH:67]=3)[O:48][CH:49]([C:58]3[CH:63]=[CH:62][C:61]([O:64][CH3:65])=[CH:60][CH:59]=3)[C:50]3[CH:55]=[CH:54][C:53]([O:56][CH3:57])=[CH:52][CH:51]=3)=[O:40])[C:23]=2[CH3:27])[O:18]1)[CH2:2][CH2:3][CH2:4][CH2:5][CH2:6][CH2:7][CH2:8][CH2:9][CH2:10][CH2:11][CH2:12][CH2:13][CH2:14][CH2:15][CH3:16].[C:76]1(=[O:82])[O:81][C:79](=[O:80])[CH2:78][CH2:77]1.C(N(CC)CC)C. The catalyst is CN(C1C=CN=CC=1)C.ClCCl. The product is [CH3:57][O:56][C:53]1[CH:54]=[CH:55][C:50]([CH:49]([C:58]2[CH:59]=[CH:60][C:61]([O:64][CH3:65])=[CH:62][CH:63]=2)[O:48][CH:47]([C:66]2[CH:71]=[CH:70][CH:69]=[CH:68][CH:67]=2)[CH:42]2[N:41]([C:39](=[O:40])[CH2:38][CH2:37][CH2:36][CH2:35][CH2:34][NH:33][C:32]([O:31][CH2:30][CH2:29][O:28][C:22]3[C:23]([CH3:27])=[C:24]4[C:19](=[C:20]([CH3:74])[C:21]=3[CH3:73])[O:18][C:17]([CH2:1][CH2:2][CH2:3][CH2:4][CH2:5][CH2:6][CH2:7][CH2:8][CH2:9][CH2:10][CH2:11][CH2:12][CH2:13][CH2:14][CH2:15][CH3:16])([CH3:75])[CH2:26][CH2:25]4)=[O:72])[CH2:45][CH:44]([O:46][C:76](=[O:82])[CH2:77][CH2:78][C:79]([OH:81])=[O:80])[CH2:43]2)=[CH:51][CH:52]=1. The yield is 0.510. (2) The reactants are [Cl:1][C:2]1[N:11]=[C:10](Cl)[C:9]2[C:4](=[CH:5][CH:6]=[C:7]([O:13][CH3:14])[CH:8]=2)[N:3]=1.[OH-:15].[Na+]. The catalyst is C1COCC1. The product is [Cl:1][C:2]1[N:11]=[C:10]([OH:15])[C:9]2[C:4](=[CH:5][CH:6]=[C:7]([O:13][CH3:14])[CH:8]=2)[N:3]=1. The yield is 0.980. (3) The catalyst is CO.C1COCC1.O. The product is [CH3:1][O:2][C:3]1[CH:8]=[CH:7][C:6]([NH:9][C:10]2[C:19]3[C:14](=[CH:15][CH:16]=[C:17]([C:20](=[O:23])[NH:21][CH3:22])[CH:18]=3)[N:13]=[CH:12][C:11]=2[C:24]([OH:26])=[O:25])=[CH:5][CH:4]=1. The reactants are [CH3:1][O:2][C:3]1[CH:8]=[CH:7][C:6]([NH:9][C:10]2[C:19]3[C:14](=[CH:15][CH:16]=[C:17]([C:20](=[O:23])[NH:21][CH3:22])[CH:18]=3)[N:13]=[CH:12][C:11]=2[C:24]([O:26]CC)=[O:25])=[CH:5][CH:4]=1.[Li+].[OH-]. The yield is 0.600. (4) The product is [OH:27][NH:26][C:11](=[O:12])/[CH:10]=[CH:9]/[C:4]1[CH:5]=[CH:6][CH:7]=[CH:8][C:3]=1[N:2]([CH3:1])[CH2:15][C:16]1[CH:21]=[CH:20][CH:19]=[C:18]([C:22]([F:25])([F:24])[F:23])[CH:17]=1. The reactants are [CH3:1][N:2]([CH2:15][C:16]1[CH:21]=[CH:20][CH:19]=[C:18]([C:22]([F:25])([F:24])[F:23])[CH:17]=1)[C:3]1[CH:8]=[CH:7][CH:6]=[CH:5][C:4]=1/[CH:9]=[CH:10]/[C:11](OC)=[O:12].[NH2:26][OH:27].[OH-].[Na+].Cl. The catalyst is C1COCC1.CO. The yield is 0.170. (5) The reactants are C[O:2][C:3]([C:5]1[CH:15]=[CH:14][C:8]2[O:9][C:10]([F:13])([F:12])[O:11][C:7]=2[CH:6]=1)=O.[H-].[Al+3].[Li+].[H-].[H-].[H-].O.[OH-].[Na+]. The catalyst is O1CCCC1. The product is [F:13][C:10]1([F:12])[O:9][C:8]2[CH:14]=[CH:15][C:5]([CH2:3][OH:2])=[CH:6][C:7]=2[O:11]1. The yield is 0.760. (6) The reactants are Br[C:2]1[O:6][C:5]([CH3:7])=[C:4]([C:8]([O:10][CH3:11])=[O:9])[CH:3]=1.[F:12][C:13]1[CH:18]=[CH:17][C:16](B(O)O)=[CH:15][N:14]=1.C(=O)([O-])[O-].[Na+].[Na+].COCCOC. The catalyst is C1C=CC([P]([Pd]([P](C2C=CC=CC=2)(C2C=CC=CC=2)C2C=CC=CC=2)([P](C2C=CC=CC=2)(C2C=CC=CC=2)C2C=CC=CC=2)[P](C2C=CC=CC=2)(C2C=CC=CC=2)C2C=CC=CC=2)(C2C=CC=CC=2)C2C=CC=CC=2)=CC=1.O. The product is [F:12][C:13]1[N:14]=[CH:15][C:16]([C:2]2[O:6][C:5]([CH3:7])=[C:4]([C:8]([O:10][CH3:11])=[O:9])[CH:3]=2)=[CH:17][CH:18]=1. The yield is 0.870. (7) The reactants are [CH2:1]([O:3][C:4](=[O:17])[CH2:5][N:6]1[CH:14]=[N:13][C:12]2[C:7]1=[N:8][C:9](N)=[N:10][C:11]=2[I:15])[CH3:2].ClC(Cl)(O[C:22](=[O:28])OC(Cl)(Cl)Cl)Cl.C([N:33](CC)C(C)C)(C)C.[CH2:39]([OH:49])[C:40]1[CH:48]=[CH:47][C:46]2[O:45][CH2:44][O:43][C:42]=2[CH:41]=1. The catalyst is O1CCCC1.C(O)C.O. The product is [CH2:1]([O:3][C:4](=[O:17])[CH2:5][N:6]1[C:14]([NH2:33])=[N:13][C:12]2[C:7]1=[N:8][C:9]([C:22]([O:49][CH2:39][C:40]1[CH:48]=[CH:47][C:46]3[O:45][CH2:44][O:43][C:42]=3[CH:41]=1)=[O:28])=[N:10][C:11]=2[I:15])[CH3:2]. The yield is 0.460. (8) The reactants are Cl.[NH2:2][C:3]1([CH2:11][CH2:12][CH2:13][CH2:14][NH:15][C:16](=[O:25])[O:17][CH2:18][C:19]2[CH:24]=[CH:23][CH:22]=[CH:21][CH:20]=2)[CH2:8][CH2:7][C:6](=[O:9])[NH:5][C:4]1=[O:10].[N+:26]([C:29]1[CH:30]=[C:31]2[C:36](=O)[O:35][C:33](=[O:34])[C:32]2=[CH:38][CH:39]=1)([O-:28])=[O:27].C([O-])(=O)C.[Na+]. The catalyst is C(O)(=O)C. The product is [N+:26]([C:29]1[CH:30]=[C:31]2[C:32](=[CH:38][CH:39]=1)[C:33](=[O:34])[N:2]([C:3]1([CH2:11][CH2:12][CH2:13][CH2:14][NH:15][C:16](=[O:25])[O:17][CH2:18][C:19]3[CH:20]=[CH:21][CH:22]=[CH:23][CH:24]=3)[CH2:8][CH2:7][C:6](=[O:9])[NH:5][C:4]1=[O:10])[C:36]2=[O:35])([O-:28])=[O:27]. The yield is 0.870. (9) The reactants are [Cl:1][C:2]1[CH:3]=[CH:4][C:5]([CH3:35])=[C:6]([C@H:8]([O:20][CH2:21][CH2:22][N:23](C(OC(C)(C)C)=O)[C:24]([O:26][CH3:27])=[O:25])[C:9]2[CH:10]=[C:11]([CH:17]=[CH:18][CH:19]=2)[C:12]([O:14][CH2:15][CH3:16])=[O:13])[CH:7]=1.Cl. The catalyst is C(Cl)Cl. The product is [Cl:1][C:2]1[CH:3]=[CH:4][C:5]([CH3:35])=[C:6]([C@H:8]([O:20][CH2:21][CH2:22][NH:23][C:24]([O:26][CH3:27])=[O:25])[C:9]2[CH:10]=[C:11]([CH:17]=[CH:18][CH:19]=2)[C:12]([O:14][CH2:15][CH3:16])=[O:13])[CH:7]=1. The yield is 0.970. (10) The reactants are [CH:1]([N:4]1[C:8]([C:9]2[CH:14]=[C:13]([N+:15]([O-:17])=[O:16])[CH:12]=[CH:11][C:10]=2[O:18][CH3:19])=[CH:7][CH:6]=[N:5]1)([CH3:3])[CH3:2].C1C(=O)N([Cl:27])C(=O)C1. The catalyst is CN(C=O)C. The product is [Cl:27][C:7]1[CH:6]=[N:5][N:4]([CH:1]([CH3:3])[CH3:2])[C:8]=1[C:9]1[CH:14]=[C:13]([N+:15]([O-:17])=[O:16])[CH:12]=[CH:11][C:10]=1[O:18][CH3:19]. The yield is 0.970.